Dataset: Catalyst prediction with 721,799 reactions and 888 catalyst types from USPTO. Task: Predict which catalyst facilitates the given reaction. (1) Reactant: [NH:1]1[CH2:6][CH2:5][CH:4]([OH:7])[CH2:3][CH2:2]1.C(O)(=O)C.[F:12][C:13]1[CH:28]=[CH:27][C:16]([C:17]([N:19]([CH3:26])[C@@H:20]([CH:23]([CH3:25])[CH3:24])[CH:21]=O)=[O:18])=[CH:15][C:14]=1[CH3:29].[Na].[OH-].[Na+]. The catalyst class is: 2. Product: [F:12][C:13]1[CH:28]=[CH:27][C:16]([C:17]([N:19]([C@@H:20]([CH:23]([CH3:24])[CH3:25])[CH2:21][N:1]2[CH2:6][CH2:5][CH:4]([OH:7])[CH2:3][CH2:2]2)[CH3:26])=[O:18])=[CH:15][C:14]=1[CH3:29]. (2) The catalyst class is: 2. Reactant: [CH3:1][O:2][C:3]1[CH:9]=[CH:8][C:6]([NH2:7])=[CH:5][CH:4]=1.C(N([CH2:15][CH3:16])CC)C.[Cl-].ClC1N(C)CC[NH+]1C.[CH3:26][O:27][C:28]1[C:29](=[O:55])C=[C:31]([CH2:37][C:38]2[CH:46]=[CH:45][C:41]([C:42](O)=[O:43])=[C:40]([O:47][CH2:48][C:49]3[CH:54]=[CH:53][CH:52]=[CH:51][CH:50]=3)[CH:39]=2)[C:32](=[O:36])[C:33]=1[O:34][CH3:35]. Product: [CH3:26][O:27][C:28]1[C:29](=[O:55])[C:15]([CH3:16])=[C:31]([CH2:37][C:38]2[CH:46]=[CH:45][C:41]([C:42]([NH:7][C:6]3[CH:8]=[CH:9][C:3]([O:2][CH3:1])=[CH:4][CH:5]=3)=[O:43])=[C:40]([O:47][CH2:48][C:49]3[CH:54]=[CH:53][CH:52]=[CH:51][CH:50]=3)[CH:39]=2)[C:32](=[O:36])[C:33]=1[O:34][CH3:35]. (3) Reactant: [CH:1]1([CH:6]([NH:17][C:18]2[CH:23]=[CH:22][C:21]([C:24]([N:26]([CH3:34])[CH2:27][CH2:28][C:29]([O:31]CC)=[O:30])=[O:25])=[CH:20][CH:19]=2)[C:7]2[S:8][C:9]3[CH:16]=[CH:15][CH:14]=[CH:13][C:10]=3[C:11]=2[CH3:12])[CH2:5][CH2:4][CH2:3][CH2:2]1.CCCCCC.C(O)C.C(O)C.[OH-].[Na+]. Product: [CH:1]1([CH:6]([NH:17][C:18]2[CH:23]=[CH:22][C:21]([C:24]([N:26]([CH3:34])[CH2:27][CH2:28][C:29]([OH:31])=[O:30])=[O:25])=[CH:20][CH:19]=2)[C:7]2[S:8][C:9]3[CH:16]=[CH:15][CH:14]=[CH:13][C:10]=3[C:11]=2[CH3:12])[CH2:5][CH2:4][CH2:3][CH2:2]1. The catalyst class is: 7. (4) Reactant: [CH:1]1([N:4]([CH2:18][C:19]([O:21]CC)=[O:20])[S:5]([C:8]2[C:13]([CH3:14])=[CH:12][C:11]([O:15][CH3:16])=[CH:10][C:9]=2[CH3:17])(=[O:7])=[O:6])[CH2:3][CH2:2]1.[Li+].[OH-]. Product: [CH:1]1([N:4]([CH2:18][C:19]([OH:21])=[O:20])[S:5]([C:8]2[C:13]([CH3:14])=[CH:12][C:11]([O:15][CH3:16])=[CH:10][C:9]=2[CH3:17])(=[O:7])=[O:6])[CH2:2][CH2:3]1. The catalyst class is: 20. (5) Reactant: [C:1]([O:5][C:6]([N:8]1[CH2:13][CH2:12][C:11]2([CH2:18][CH2:17][C:16](=O)[CH2:15][CH2:14]2)[CH2:10][CH2:9]1)=[O:7])([CH3:4])([CH3:3])[CH3:2].[CH2:20]([NH2:27])[C:21]1[CH:26]=[CH:25][CH:24]=[CH:23][CH:22]=1.CC(O)=O.C(O[BH-](OC(=O)C)OC(=O)C)(=O)C.[Na+].[OH-].[Na+]. Product: [C:1]([O:5][C:6]([N:8]1[CH2:13][CH2:12][C:11]2([CH2:18][CH2:17][CH:16]([NH:27][CH2:20][C:21]3[CH:26]=[CH:25][CH:24]=[CH:23][CH:22]=3)[CH2:15][CH2:14]2)[CH2:10][CH2:9]1)=[O:7])([CH3:4])([CH3:3])[CH3:2]. The catalyst class is: 26. (6) Reactant: [F:1][C:2]1([F:33])[CH2:7][CH2:6][N:5]([C:8]([C:10]2[NH:11][C:12]3[C:17]([CH:18]=2)=[CH:16][C:15]([C:19]([N:21]2[CH2:26][CH2:25][CH:24]([N:27]4[CH2:32][CH2:31][O:30][CH2:29][CH2:28]4)[CH2:23][CH2:22]2)=[O:20])=[CH:14][CH:13]=3)=[O:9])[CH2:4][CH2:3]1.[H-].[Na+].CS(O[CH2:41][C:42]([F:45])([F:44])[F:43])(=O)=O. Product: [F:33][C:2]1([F:1])[CH2:3][CH2:4][N:5]([C:8]([C:10]2[N:11]([CH2:41][C:42]([F:45])([F:44])[F:43])[C:12]3[C:17]([CH:18]=2)=[CH:16][C:15]([C:19]([N:21]2[CH2:26][CH2:25][CH:24]([N:27]4[CH2:28][CH2:29][O:30][CH2:31][CH2:32]4)[CH2:23][CH2:22]2)=[O:20])=[CH:14][CH:13]=3)=[O:9])[CH2:6][CH2:7]1. The catalyst class is: 9. (7) Reactant: [C:1]([C:5]1[CH:10]=[C:9](C)[CH:8]=[C:7](C(C)(C)C)[C:6]=1O)(C)(C)[CH3:2].C([O:20][C:21]1[CH:26]=[C:25]([C:27]#[N:28])[C:24](Br)=[C:23]([C:30]#[N:31])[C:22]=1[O:32]C(=O)C)(=O)C.C1(C#C[Sn](CCCC)(CCCC)CCCC)C=CC=CC=1. Product: [OH:32][C:22]1[C:21]([OH:20])=[CH:26][C:25]([C:27]#[N:28])=[C:24]([C:2]#[C:1][C:5]2[CH:10]=[CH:9][CH:8]=[CH:7][CH:6]=2)[C:23]=1[C:30]#[N:31]. The catalyst class is: 109. (8) Reactant: [Br:1][C:2]1[CH:9]=[C:8](F)[C:5]([C:6]#[N:7])=[C:4]([F:11])[CH:3]=1.C[Si]([N-][Si](C)(C)C)(C)C.[Na+].[CH:22]1([CH2:27][OH:28])[CH2:26][CH2:25][CH2:24][CH2:23]1.O. Product: [Br:1][C:2]1[CH:3]=[C:4]([F:11])[C:5]([C:6]#[N:7])=[C:8]([O:28][CH2:27][CH:22]2[CH2:26][CH2:25][CH2:24][CH2:23]2)[CH:9]=1. The catalyst class is: 1. (9) Reactant: C(O[C:5](=[O:7])[CH3:6])(=O)C.[C:8]1([CH3:14])[CH:13]=[CH:12][CH:11]=[CH:10][CH:9]=1.[C:15]([O-])(=O)C.[Na+]. Product: [CH:12]1[CH:11]=[CH:10][C:9]2[C:8](=[CH:14][CH:15]=[CH:6][C:5]=2[OH:7])[CH:13]=1. The catalyst class is: 13. (10) Reactant: Cl[C:2]1[C:11]2=[N:12][N:13](CC3C=CC(OC)=CC=3)[CH:14]=[C:10]2[C:9]2[CH:8]=[C:7]([O:24][CH3:25])[CH:6]=[CH:5][C:4]=2[N:3]=1.[NH2:26][C:27]1[CH:32]=[CH:31][C:30]([C:33]([N:35]2[CH2:38][CH2:37][CH2:36]2)=[O:34])=[CH:29][CH:28]=1.Cl. Product: [N:35]1([C:33]([C:30]2[CH:31]=[CH:32][C:27]([NH:26][C:2]3[C:11]4=[N:12][NH:13][CH:14]=[C:10]4[C:9]4[CH:8]=[C:7]([O:24][CH3:25])[CH:6]=[CH:5][C:4]=4[N:3]=3)=[CH:28][CH:29]=2)=[O:34])[CH2:38][CH2:37][CH2:36]1. The catalyst class is: 71.